This data is from NCI-60 drug combinations with 297,098 pairs across 59 cell lines. The task is: Regression. Given two drug SMILES strings and cell line genomic features, predict the synergy score measuring deviation from expected non-interaction effect. (1) Drug 1: C1=CC=C(C=C1)NC(=O)CCCCCCC(=O)NO. Drug 2: CC1CCCC2(C(O2)CC(NC(=O)CC(C(C(=O)C(C1O)C)(C)C)O)C(=CC3=CSC(=N3)C)C)C. Cell line: CAKI-1. Synergy scores: CSS=35.7, Synergy_ZIP=-5.92, Synergy_Bliss=-3.46, Synergy_Loewe=-5.02, Synergy_HSA=0.141. (2) Drug 1: COC1=CC(=CC(=C1O)OC)C2C3C(COC3=O)C(C4=CC5=C(C=C24)OCO5)OC6C(C(C7C(O6)COC(O7)C8=CC=CS8)O)O. Drug 2: COCCOC1=C(C=C2C(=C1)C(=NC=N2)NC3=CC=CC(=C3)C#C)OCCOC.Cl. Cell line: HT29. Synergy scores: CSS=46.5, Synergy_ZIP=4.91, Synergy_Bliss=6.93, Synergy_Loewe=-22.4, Synergy_HSA=4.72. (3) Drug 1: CC12CCC(CC1=CCC3C2CCC4(C3CC=C4C5=CN=CC=C5)C)O. Drug 2: C1=C(C(=O)NC(=O)N1)N(CCCl)CCCl. Cell line: SK-MEL-2. Synergy scores: CSS=27.7, Synergy_ZIP=-0.681, Synergy_Bliss=7.61, Synergy_Loewe=4.21, Synergy_HSA=4.61. (4) Drug 1: CC12CCC3C(C1CCC2=O)CC(=C)C4=CC(=O)C=CC34C. Drug 2: COC1=NC(=NC2=C1N=CN2C3C(C(C(O3)CO)O)O)N. Cell line: HCT-15. Synergy scores: CSS=21.5, Synergy_ZIP=7.86, Synergy_Bliss=7.93, Synergy_Loewe=-11.5, Synergy_HSA=5.42. (5) Drug 1: CN1C(=O)N2C=NC(=C2N=N1)C(=O)N. Drug 2: CC1C(C(CC(O1)OC2CC(CC3=C2C(=C4C(=C3O)C(=O)C5=C(C4=O)C(=CC=C5)OC)O)(C(=O)CO)O)N)O.Cl. Cell line: NCI/ADR-RES. Synergy scores: CSS=5.55, Synergy_ZIP=-1.29, Synergy_Bliss=-0.723, Synergy_Loewe=-7.68, Synergy_HSA=-2.32.